Dataset: Catalyst prediction with 721,799 reactions and 888 catalyst types from USPTO. Task: Predict which catalyst facilitates the given reaction. (1) Reactant: Br[C:2]1[CH:7]=[CH:6][C:5]([S:8]([NH:11][C:12]2[S:13][CH:14]=[CH:15][N:16]=2)(=[O:10])=[O:9])=[CH:4][CH:3]=1.[NH:17]1[CH2:21][CH2:20][CH:19]([C:22]([OH:24])=[O:23])[CH2:18]1.O(C(C)(C)C)[Na].C1(P(C2CCCCC2)C2C=CC=CC=2C2C(OC)=CC=CC=2OC)CCCCC1. Product: [S:13]1[CH:14]=[CH:15][N:16]=[C:12]1[NH:11][S:8]([C:5]1[CH:6]=[CH:7][C:2]([N:17]2[CH2:21][CH2:20][CH:19]([C:22]([OH:24])=[O:23])[CH2:18]2)=[CH:3][CH:4]=1)(=[O:10])=[O:9]. The catalyst class is: 101. (2) Reactant: CS(C)=O.[P:5](=[O:9])([OH:8])([OH:7])[OH:6].[CH3:10][C:11]1[CH:19]=[C:18]([C:20]([NH:22][C:23]2[CH:28]=[CH:27][CH:26]=[C:25]([C:29]3[C:38]4[C:33](=[CH:34][C:35]([O:41][CH3:42])=[C:36]([O:39][CH3:40])[CH:37]=4)[N:32]=[C:31]([NH:43][CH3:44])[N:30]=3)[CH:24]=2)=[O:21])[CH:17]=[CH:16][C:12]=1[C:13]([OH:15])=[O:14]. Product: [P:5]([OH:9])([OH:8])([OH:7])=[O:6].[CH3:10][C:11]1[CH:19]=[C:18]([C:20]([NH:22][C:23]2[CH:28]=[CH:27][CH:26]=[C:25]([C:29]3[C:38]4[C:33](=[CH:34][C:35]([O:41][CH3:42])=[C:36]([O:39][CH3:40])[CH:37]=4)[N:32]=[C:31]([NH:43][CH3:44])[N:30]=3)[CH:24]=2)=[O:21])[CH:17]=[CH:16][C:12]=1[C:13]([OH:15])=[O:14]. The catalyst class is: 41. (3) Reactant: [Cl:1][C:2]1[C:3]([F:11])=[C:4](/[CH:8]=[N:9]/[CH3:10])[CH:5]=[CH:6][CH:7]=1.[Cl:12][C:13]1[CH:18]=[CH:17][C:16](/[C:19](=[CH:22]/[CH2:23][C:24]([CH3:27])([CH3:26])[CH3:25])/[C:20]#[N:21])=[C:15]([F:28])[CH:14]=1.[OH-].[K+]. Product: [Cl:1][C:2]1[C:3]([F:11])=[C:4]([CH:8]2[C:19]([C:16]3[CH:17]=[CH:18][C:13]([Cl:12])=[CH:14][C:15]=3[F:28])([C:20]#[N:21])[CH:22]([CH2:23][C:24]([CH3:27])([CH3:26])[CH3:25])[CH2:10][NH:9]2)[CH:5]=[CH:6][CH:7]=1.[Cl:1][C:2]1[C:3]([F:11])=[C:4]([CH:8]2[NH:9][CH2:10][C:19]([C:16]3[CH:17]=[CH:18][C:13]([Cl:12])=[CH:14][C:15]=3[F:28])([C:20]#[N:21])[CH:22]2[CH2:23][C:24]([CH3:27])([CH3:26])[CH3:25])[CH:5]=[CH:6][CH:7]=1. The catalyst class is: 58. (4) Reactant: C(OC(=O)[NH:7][C:8]1([C:17]2[CH:22]=[CH:21][CH:20]=[CH:19][CH:18]=2)[CH2:13][CH2:12][C:11]([CH3:15])([CH3:14])[N:10]([CH3:16])[CH2:9]1)(C)(C)C.Cl.CO. Product: [CH3:16][N:10]1[C:11]([CH3:15])([CH3:14])[CH2:12][CH2:13][C:8]([NH2:7])([C:17]2[CH:22]=[CH:21][CH:20]=[CH:19][CH:18]=2)[CH2:9]1. The catalyst class is: 12. (5) Reactant: [CH3:1][O:2][C:3]1[CH:14]=[CH:13][C:6]2[NH:7][C:8](=[O:12])[CH2:9][NH:10][CH2:11][C:5]=2[C:4]=1[N+:15]([O-:17])=[O:16].CN(C)C1C2C(=CC=CC=2N(C)C)C=CC=1.C(#N)C.[CH3:37][S:38](O[S:38]([CH3:37])(=[O:40])=[O:39])(=[O:40])=[O:39].Cl. Product: [CH3:37][S:38]([N:10]1[CH2:11][C:5]2[C:4]([N+:15]([O-:17])=[O:16])=[C:3]([O:2][CH3:1])[CH:14]=[CH:13][C:6]=2[NH:7][C:8](=[O:12])[CH2:9]1)(=[O:40])=[O:39]. The catalyst class is: 2.